From a dataset of Full USPTO retrosynthesis dataset with 1.9M reactions from patents (1976-2016). Predict the reactants needed to synthesize the given product. Given the product [OH:8][C@@H:5]1[CH2:6][CH2:7][C@H:3]([CH2:24][NH:26][C:14](=[O:16])[O:13][C:9]([CH3:12])([CH3:11])[CH3:10])[CH2:4]1, predict the reactants needed to synthesize it. The reactants are: CN[C@@H:3]1[CH2:7][CH2:6][C@H:5]([OH:8])[CH2:4]1.[C:9]([O:13][C:14]([O:16]C(OC(C)(C)C)=O)=O)([CH3:12])([CH3:11])[CH3:10].[CH2:24]([N:26](CC)CC)C.